This data is from Forward reaction prediction with 1.9M reactions from USPTO patents (1976-2016). The task is: Predict the product of the given reaction. (1) The product is: [C:1]([O:5][C:6](=[O:7])[NH:8][C:9]1[CH:14]=[C:13]([C:15]2[CH:20]=[CH:19][C:18]([C:21](=[O:23])[NH:48][C:45]3[CH:46]=[CH:47][C:42]([CH2:41][N:38]4[CH2:37][CH2:36][N:35]([S:32]([CH2:29][CH2:30][CH3:31])(=[O:34])=[O:33])[CH2:40][CH2:39]4)=[CH:43][CH:44]=3)=[CH:17][CH:16]=2)[C:12]([O:24][C:25]([F:26])([F:27])[F:28])=[CH:11][CH:10]=1)([CH3:3])([CH3:2])[CH3:4]. Given the reactants [C:1]([O:5][C:6]([NH:8][C:9]1[CH:10]=[CH:11][C:12]([O:24][C:25]([F:28])([F:27])[F:26])=[C:13]([C:15]2[CH:20]=[CH:19][C:18]([C:21]([OH:23])=O)=[CH:17][CH:16]=2)[CH:14]=1)=[O:7])([CH3:4])([CH3:3])[CH3:2].[CH2:29]([S:32]([N:35]1[CH2:40][CH2:39][N:38]([CH2:41][C:42]2[CH:47]=[CH:46][C:45]([NH2:48])=[CH:44][CH:43]=2)[CH2:37][CH2:36]1)(=[O:34])=[O:33])[CH2:30][CH3:31].CCN=C=NCCCN(C)C.C1C=CC2N(O)N=NC=2C=1.CN1CCOCC1, predict the reaction product. (2) Given the reactants O[C:2]1[C:11]2[C:6](=[CH:7][CH:8]=[C:9]([N+:12]([O-:14])=[O:13])[CH:10]=2)[N:5]=[CH:4][C:3]=1[C:15]([O:17][CH2:18][CH3:19])=[O:16].C(Cl)(=O)C([Cl:23])=O.CN(C)C=O.CC(C)=O, predict the reaction product. The product is: [Cl:23][C:2]1[C:11]2[C:6](=[CH:7][CH:8]=[C:9]([N+:12]([O-:14])=[O:13])[CH:10]=2)[N:5]=[CH:4][C:3]=1[C:15]([O:17][CH2:18][CH3:19])=[O:16]. (3) Given the reactants C(O[C:6]([N:8]1[CH2:13][CH2:12][N:11]([C:14]2[CH:19]=[CH:18][C:17]([C:20]([F:23])([F:22])[F:21])=[CH:16][N:15]=2)[CH:10]([CH3:24])[CH2:9]1)=O)(C)(C)C.C(O)(C(F)(F)F)=O.[Br:32][C:33]1[CH:38]=[CH:37][C:36]([C:39]2[C:43](C=O)=[CH:42][NH:41][N:40]=2)=[CH:35][CH:34]=1.C(O[BH-](OC(=O)C)OC(=O)C)(=O)C.[Na+], predict the reaction product. The product is: [Br:32][C:33]1[CH:34]=[CH:35][C:36]([C:39]2[C:43]([CH2:6][N:8]3[CH2:13][CH2:12][N:11]([C:14]4[CH:19]=[CH:18][C:17]([C:20]([F:21])([F:22])[F:23])=[CH:16][N:15]=4)[CH:10]([CH3:24])[CH2:9]3)=[CH:42][NH:41][N:40]=2)=[CH:37][CH:38]=1. (4) Given the reactants [O:1]([CH2:8][CH2:9][CH2:10][NH:11][C:12]([C:14]1[C:18]([NH:19][C:20]([C:22]2[CH:27]=[CH:26][CH:25]=[CH:24][N:23]=2)=[O:21])=[CH:17][N:16](C2CCCCO2)[N:15]=1)=[O:13])[C:2]1[CH:7]=[CH:6][CH:5]=[CH:4][CH:3]=1.O.C1(C)C=CC(S(O)(=O)=O)=CC=1, predict the reaction product. The product is: [O:1]([CH2:8][CH2:9][CH2:10][NH:11][C:12]([C:14]1[C:18]([NH:19][C:20]([C:22]2[CH:27]=[CH:26][CH:25]=[CH:24][N:23]=2)=[O:21])=[CH:17][NH:16][N:15]=1)=[O:13])[C:2]1[CH:3]=[CH:4][CH:5]=[CH:6][CH:7]=1. (5) Given the reactants [CH3:1][N:2]([S:24]([C:27]1[S:28][CH:29]=[CH:30][CH:31]=1)(=[O:26])=[O:25])[C:3]1[CH:4]=[CH:5][CH:6]=[C:7]2[C:11]=1[NH:10][C:9]([C:12]1[S:13][C:14]([CH2:17][CH2:18][C:19]([O:21]CC)=[O:20])=[CH:15][N:16]=1)=[CH:8]2.[OH-].[Na+].O1CCCC1, predict the reaction product. The product is: [CH3:1][N:2]([S:24]([C:27]1[S:28][CH:29]=[CH:30][CH:31]=1)(=[O:25])=[O:26])[C:3]1[CH:4]=[CH:5][CH:6]=[C:7]2[C:11]=1[NH:10][C:9]([C:12]1[S:13][C:14]([CH2:17][CH2:18][C:19]([OH:21])=[O:20])=[CH:15][N:16]=1)=[CH:8]2. (6) Given the reactants [CH3:1][C:2]1[C:8](=[O:9])[NH:7][C:5](=[O:6])[N:4]([C@@H:10]2[O:14][C@H:13]([CH2:15][OH:16])[C@@H:12]([N:17]=[N+:18]=[N-:19])[CH2:11]2)[CH:3]=1.C[O:21]C1C=CC(O)=CC=1.P(Cl)(Cl)(Cl)=[O:30].[P:34](Cl)(Cl)(=[O:36])[O-:35].C[O:40][C:41](=[O:45])[C@H:42]([CH3:44])[NH2:43], predict the reaction product. The product is: [CH3:1][C:2]1[C:8](=[O:9])[NH:7][C:5](=[O:6])[N:4]([C@@H:10]2[O:14][C@H:13]([CH2:15][O:16][P:34]([OH:35])([OH:30])=[O:36])[C@@H:12]([N:17]=[N+:18]=[N-:19])[CH2:11]2)[CH:3]=1.[NH2:43][C@H:42]([C:41]([OH:45])=[O:40])[CH3:44].[CH3:1][C:2]1[C:8](=[O:9])[NH:7][C:5](=[O:6])[N:4]([C@@H:10]2[O:14][C@H:13]([CH2:15][O:16][P:34]([OH:35])([OH:21])=[O:36])[C@@H:12]([N:17]=[N+:18]=[N-:19])[CH2:11]2)[CH:3]=1. (7) Given the reactants [C:1]([SiH2:5][O:6][C:7]([CH3:19])([CH3:18])[C:8]1[CH:16]=[CH:15][C:11]([C:12]([OH:14])=O)=[CH:10][C:9]=1[F:17])([CH3:4])([CH3:3])[CH3:2].C[Li].[CH3:22][Si](C)(C)Cl, predict the reaction product. The product is: [C:1]([SiH2:5][O:6][C:7]([CH3:19])([CH3:18])[C:8]1[CH:16]=[CH:15][C:11]([C:12](=[O:14])[CH3:22])=[CH:10][C:9]=1[F:17])([CH3:2])([CH3:3])[CH3:4].